Dataset: Peptide-MHC class I binding affinity with 185,985 pairs from IEDB/IMGT. Task: Regression. Given a peptide amino acid sequence and an MHC pseudo amino acid sequence, predict their binding affinity value. This is MHC class I binding data. (1) The peptide sequence is FVGLALLTL. The MHC is Patr-A0401 with pseudo-sequence Patr-A0401. The binding affinity (normalized) is 0. (2) The peptide sequence is RDYVDRFFKTL. The MHC is HLA-A11:01 with pseudo-sequence HLA-A11:01. The binding affinity (normalized) is 0.0737. (3) The peptide sequence is WLRAHPVAI. The MHC is HLA-A01:01 with pseudo-sequence HLA-A01:01. The binding affinity (normalized) is 0.213. (4) The peptide sequence is IMASLVLAR. The MHC is HLA-A31:01 with pseudo-sequence HLA-A31:01. The binding affinity (normalized) is 0.733. (5) The peptide sequence is GRKTPLLCF. The MHC is HLA-A11:01 with pseudo-sequence HLA-A11:01. The binding affinity (normalized) is 0.0847.